Dataset: Full USPTO retrosynthesis dataset with 1.9M reactions from patents (1976-2016). Task: Predict the reactants needed to synthesize the given product. (1) Given the product [CH3:23][O:13][C:12](=[O:14])[C:11]1[CH:15]=[C:16]([N+:17]([O-:19])=[O:18])[C:8]([N+:5]([O-:7])=[O:6])=[CH:9][C:10]=1[O:20][CH2:21][CH3:22], predict the reactants needed to synthesize it. The reactants are: S(Cl)(Cl)=O.[N+:5]([C:8]1[C:16]([N+:17]([O-:19])=[O:18])=[CH:15][C:11]([C:12]([OH:14])=[O:13])=[C:10]([O:20][CH2:21][CH3:22])[CH:9]=1)([O-:7])=[O:6].[CH3:23]O. (2) The reactants are: [N:1]1([NH:7][C:8](=[O:31])[CH2:9][C:10]2[C:18]3[C:13](=[CH:14][CH:15]=[C:16]([O:19][CH3:20])[CH:17]=3)[N:12]([C:21](=[O:29])[C:22]3[CH:27]=[CH:26][C:25]([Cl:28])=[CH:24][CH:23]=3)[C:11]=2[CH3:30])[CH2:6][CH2:5][NH:4][CH2:3][CH2:2]1.[C:32]1(=O)[CH2:37][CH2:36][CH2:35][CH2:34][CH2:33]1.C(O)(=O)C.C(O[BH-](OC(=O)C)OC(=O)C)(=O)C.[Na+]. Given the product [CH:32]1([N:4]2[CH2:5][CH2:6][N:1]([NH:7][C:8](=[O:31])[CH2:9][C:10]3[C:18]4[C:13](=[CH:14][CH:15]=[C:16]([O:19][CH3:20])[CH:17]=4)[N:12]([C:21](=[O:29])[C:22]4[CH:27]=[CH:26][C:25]([Cl:28])=[CH:24][CH:23]=4)[C:11]=3[CH3:30])[CH2:2][CH2:3]2)[CH2:37][CH2:36][CH2:35][CH2:34][CH2:33]1, predict the reactants needed to synthesize it. (3) Given the product [ClH:33].[CH3:22][N:23]([CH3:24])[C:1](=[O:20])[O:12][CH2:13][C:14]1[CH:15]=[CH:16][N:17]=[CH:18][CH:19]=1, predict the reactants needed to synthesize it. The reactants are: [C:1](=[O:20])([O:12][CH2:13][C:14]1[CH:19]=[CH:18][N:17]=[CH:16][CH:15]=1)OC1C=CC([N+]([O-])=O)=CC=1.C[CH2:22][N:23](C(C)C)[CH:24](C)C.CNC.[ClH:33].CCOCC. (4) Given the product [F:34][C:35]([F:40])([F:39])[C:36]([OH:38])=[O:37].[C:30]([CH:10]1[NH:9][CH:8]([C:6]([OH:7])=[O:5])[CH:12]([C:13]2[CH:18]=[CH:17][CH:16]=[C:15]([Cl:19])[C:14]=2[F:20])[C:11]1([C:23]1[CH:28]=[CH:27][C:26]([Cl:29])=[CH:25][CH:24]=1)[C:21]#[N:22])([CH3:33])([CH3:31])[CH3:32], predict the reactants needed to synthesize it. The reactants are: C([O:5][C:6]([C@H:8]1[C@H:12]([C:13]2[CH:18]=[CH:17][CH:16]=[C:15]([Cl:19])[C:14]=2[F:20])[C@:11]([C:23]2[CH:28]=[CH:27][C:26]([Cl:29])=[CH:25][CH:24]=2)([C:21]#[N:22])[C@H:10]([C:30]([CH3:33])([CH3:32])[CH3:31])[NH:9]1)=[O:7])(C)(C)C.[F:34][C:35]([F:40])([F:39])[C:36]([OH:38])=[O:37]. (5) The reactants are: [CH2:1]([C:3]1[CH:8]=[C:7]([CH3:9])[CH:6]=[C:5]([CH2:10][CH3:11])[C:4]=1[C:12](=[O:18])[C:13]([N:15]([CH3:17])[NH2:16])=[O:14])[CH3:2].O1CCCC1.[C:24]([C:27]1[CH:32]=[CH:31][CH:30]=[CH:29][CH:28]=1)(=O)[CH3:25]. Given the product [CH2:1]([C:3]1[CH:8]=[C:7]([CH3:9])[CH:6]=[C:5]([CH2:10][CH3:11])[C:4]=1[C:12](=[O:18])[C:13]([N:15]([CH3:17])[N:16]=[C:24]([C:27]1[CH:32]=[CH:31][CH:30]=[CH:29][CH:28]=1)[CH3:25])=[O:14])[CH3:2], predict the reactants needed to synthesize it.